This data is from Full USPTO retrosynthesis dataset with 1.9M reactions from patents (1976-2016). The task is: Predict the reactants needed to synthesize the given product. (1) Given the product [C:13]([O:17][C:18]([C:20]1[C:21]([C:26]2[CH:31]=[CH:30][C:29]([CH2:32][N:4]3[C:3]([CH:11]=[O:12])=[C:2]([Br:1])[N:6]=[C:5]3[O:7][CH2:8][CH2:9][CH3:10])=[C:28]([F:34])[CH:27]=2)=[CH:22][CH:23]=[CH:24][CH:25]=1)=[O:19])([CH3:16])([CH3:15])[CH3:14], predict the reactants needed to synthesize it. The reactants are: [Br:1][C:2]1[N:6]=[C:5]([O:7][CH2:8][CH2:9][CH3:10])[NH:4][C:3]=1[CH:11]=[O:12].[C:13]([O:17][C:18]([C:20]1[C:21]([C:26]2[CH:31]=[CH:30][C:29]([CH2:32]Br)=[C:28]([F:34])[CH:27]=2)=[CH:22][CH:23]=[CH:24][CH:25]=1)=[O:19])([CH3:16])([CH3:15])[CH3:14].C(=O)([O-])[O-].[K+].[K+]. (2) Given the product [Cl:1][C:2]1[N:7]=[C:6]([C:8]([NH:27][CH2:28][CH:29]2[CH2:31][CH2:30]2)=[O:10])[CH:5]=[C:4]([CH3:11])[CH:3]=1, predict the reactants needed to synthesize it. The reactants are: [Cl:1][C:2]1[N:7]=[C:6]([C:8]([OH:10])=O)[CH:5]=[C:4]([CH3:11])[CH:3]=1.C(Cl)(=O)C(Cl)=O.CCN(C(C)C)C(C)C.[NH2:27][CH2:28][CH:29]1[CH2:31][CH2:30]1. (3) Given the product [CH2:19]([N:8]1[CH2:9][C@@H:10]([CH2:11][C:12]2[CH:17]=[CH:16][CH:15]=[C:14]([Br:18])[CH:13]=2)[C@H:6]([CH2:4][OH:3])[CH2:7]1)[C:20]1[CH:21]=[CH:22][CH:23]=[CH:24][CH:25]=1, predict the reactants needed to synthesize it. The reactants are: C([O:3][C:4]([CH:6]1[CH:10]([CH2:11][C:12]2[CH:17]=[CH:16][CH:15]=[C:14]([Br:18])[CH:13]=2)[CH2:9][N:8]([CH2:19][C:20]2[CH:25]=[CH:24][CH:23]=[CH:22][CH:21]=2)[CH2:7]1)=O)C.[H-].[H-].[H-].[H-].[Li+].[Al+3].[OH-].[Na+]. (4) The reactants are: [OH:1][C:2]1[CH:7]=[CH:6][C:5]([C:8]2[CH:13]=[CH:12][C:11]([CH:14]=O)=[C:10]([O:16][CH3:17])[CH:9]=2)=[CH:4][CH:3]=1.Cl.[NH2:19][OH:20]. Given the product [OH:1][C:2]1[CH:7]=[CH:6][C:5]([C:8]2[CH:13]=[CH:12][C:11]([CH:14]=[N:19][OH:20])=[C:10]([O:16][CH3:17])[CH:9]=2)=[CH:4][CH:3]=1, predict the reactants needed to synthesize it. (5) Given the product [Cl:15][C:16]1[CH:17]=[C:18]([CH:21]=[CH:22][C:23]=1[F:24])[CH2:19][N:6]1[CH2:5][CH2:4][CH2:3][CH2:2][C:1]1=[O:7], predict the reactants needed to synthesize it. The reactants are: [C:1]1(=[O:7])[NH:6][CH2:5][CH2:4][CH2:3][CH2:2]1.C1COCC1.[H-].[Na+].[Cl:15][C:16]1[CH:17]=[C:18]([CH:21]=[CH:22][C:23]=1[F:24])[CH2:19]Br.